From a dataset of Forward reaction prediction with 1.9M reactions from USPTO patents (1976-2016). Predict the product of the given reaction. (1) Given the reactants [CH2:1]([O:8][C:9]([N:11]1[CH2:16][CH2:15][CH:14]([N:17]2[C:25]3[C:20](=[CH:21][C:22]([C:27]([OH:29])=O)=[C:23]([F:26])[CH:24]=3)[CH2:19][C:18]2=[O:30])[CH2:13][CH2:12]1)=[O:10])[C:2]1[CH:7]=[CH:6][CH:5]=[CH:4][CH:3]=1.O.O[N:33]1[C:37]2C=CC=CC=2N=N1.Cl.CN(C)CCCN=C=NCC.CN.O1CCCC1, predict the reaction product. The product is: [F:26][C:23]1[CH:24]=[C:25]2[C:20]([CH2:19][C:18](=[O:30])[N:17]2[CH:14]2[CH2:13][CH2:12][N:11]([C:9]([O:8][CH2:1][C:2]3[CH:7]=[CH:6][CH:5]=[CH:4][CH:3]=3)=[O:10])[CH2:16][CH2:15]2)=[CH:21][C:22]=1[C:27]([NH:33][CH3:37])=[O:29]. (2) Given the reactants [F:1][C:2]([F:30])([F:29])[C:3]1[CH:4]=[C:5]([CH:22]=[C:23]([C:25]([F:28])([F:27])[F:26])[CH:24]=1)[CH2:6][O:7][CH2:8][C:9]1([C:16]2[CH:21]=[CH:20][CH:19]=[CH:18][CH:17]=2)[CH2:15][CH2:14][CH:13]=[CH:12][CH2:11][CH2:10]1.[OH2:31].OO.[OH-].[Na+], predict the reaction product. The product is: [F:1][C:2]([F:29])([F:30])[C:3]1[CH:4]=[C:5]([CH:22]=[C:23]([C:25]([F:28])([F:27])[F:26])[CH:24]=1)[CH2:6][O:7][CH2:8][C:9]1([C:16]2[CH:21]=[CH:20][CH:19]=[CH:18][CH:17]=2)[CH2:15][CH2:14][CH2:13][CH:12]([OH:31])[CH2:11][CH2:10]1.